From a dataset of Reaction yield outcomes from USPTO patents with 853,638 reactions. Predict the reaction yield, written as a fraction of the theoretical maximum amount of product (1.0 means a 100% yield; for example, 0.34 means a 34% yield). (1) The reactants are Br[C:2]1[CH:7]=[CH:6][C:5]([NH2:8])=[C:4]([F:9])[CH:3]=1.[Li]CCCC.[CH3:15][Si:16](Cl)([CH3:18])[CH3:17]. The catalyst is C1COCC1. The product is [F:9][C:4]1[CH:3]=[C:2]([Si:16]([CH3:18])([CH3:17])[CH3:15])[CH:7]=[CH:6][C:5]=1[NH2:8]. The yield is 0.810. (2) The product is [NH:18]1[C:19]2[C:24](=[CH:23][CH:22]=[CH:21][CH:20]=2)[C:16]([CH2:15][C@@H:11]([NH:10][S:7]([C:5]2[S:6][C:2]([C:26]#[C:25][Si:27]([CH3:30])([CH3:29])[CH3:28])=[CH:3][CH:4]=2)(=[O:9])=[O:8])[C:12]([OH:14])=[O:13])=[CH:17]1. The reactants are Br[C:2]1[S:6][C:5]([S:7]([NH:10][C@H:11]([CH2:15][C:16]2[C:24]3[C:19](=[CH:20][CH:21]=[CH:22][CH:23]=3)[NH:18][CH:17]=2)[C:12]([OH:14])=[O:13])(=[O:9])=[O:8])=[CH:4][CH:3]=1.[C:25]([Si:27]([CH3:30])([CH3:29])[CH3:28])#[CH:26].C(N(CC)CC)C. The yield is 0.710. The catalyst is CN(C=O)C.C(OCC)(=O)C.[Cu]I. (3) The reactants are Br[CH2:2][C:3]1[CH:4]=[C:5]2[N:11]=[C:10]([C:12]3[CH:17]=[CH:16][CH:15]=[CH:14][C:13]=3[N+:18]([O-:20])=[O:19])[S:9][C:6]2=[N:7][CH:8]=1.[C:21]([N:28]1[CH2:33][CH2:32][NH:31][CH2:30][CH2:29]1)([O:23][C:24]([CH3:27])([CH3:26])[CH3:25])=[O:22].CCN(CC)CC. The catalyst is C(#N)C. The product is [N+:18]([C:13]1[CH:14]=[CH:15][CH:16]=[CH:17][C:12]=1[C:10]1[S:9][C:6]2[C:5]([N:11]=1)=[CH:4][C:3]([CH2:2][N:31]1[CH2:30][CH2:29][N:28]([C:21]([O:23][C:24]([CH3:27])([CH3:26])[CH3:25])=[O:22])[CH2:33][CH2:32]1)=[CH:8][N:7]=2)([O-:20])=[O:19]. The yield is 0.740. (4) The reactants are [CH2:1]([N:3]1[C:11]2[C:6](=[CH:7][CH:8]=[C:9]([O:12][CH3:13])[CH:10]=2)[C:5]([C:14](=[N:16][OH:17])[CH3:15])=[CH:4]1)[CH3:2].[Li][CH2:19]CCC.CN(C=O)C.OS(O)(=O)=O. The catalyst is C1COCC1.O. The product is [CH2:1]([N:3]1[C:11]2[C:6](=[CH:7][CH:8]=[C:9]([O:12][CH3:13])[CH:10]=2)[C:5]([C:14]2[CH:15]=[CH:19][O:17][N:16]=2)=[CH:4]1)[CH3:2]. The yield is 0.120. (5) The reactants are [NH:1]1[C:5]2[CH:6]=[CH:7][C:8]([C:10]([OH:12])=O)=[CH:9][C:4]=2[N:3]=[CH:2]1.[C:13]1([C:18]2[CH:19]=[CH:20][C:21]3[CH2:22][C@H:23]4[C@@H:28]([C:29]=3[CH:30]=2)[CH2:27][CH2:26][CH2:25][NH:24]4)[CH2:17][CH2:16][CH2:15][CH:14]=1. No catalyst specified. The product is [N:1]1[C:5]2[CH:6]=[CH:7][C:8]([C:10]([N:24]3[CH2:25][CH2:26][CH2:27][C@@H:28]4[C:29]5[CH:30]=[C:18]([C:13]6[CH2:17][CH2:16][CH2:15][CH:14]=6)[CH:19]=[CH:20][C:21]=5[CH2:22][C@H:23]34)=[O:12])=[CH:9][C:4]=2[NH:3][CH:2]=1. The yield is 0.490. (6) The reactants are [Br:1][C:2]1[CH:20]=[CH:19][C:5]2[N:6]([C:9]3[S:13][C:12]([C:14]([O:16][CH3:17])=[O:15])=[C:11]([OH:18])[CH:10]=3)[CH:7]=[N:8][C:4]=2[CH:3]=1.[Cl:21][C:22]1[C:27]([O:28][Si:29]([C:32]([CH3:35])([CH3:34])[CH3:33])([CH3:31])[CH3:30])=[CH:26][CH:25]=[CH:24][C:23]=1[C@@H:36](O)[CH3:37].ClC1C(O)=CC=CC=1[C@@H](C)OC1C=C(N2C3C=C(C#N)C=CC=3N=C2)SC=1C(OC)=O. No catalyst specified. The product is [Br:1][C:2]1[CH:20]=[CH:19][C:5]2[N:6]([C:9]3[S:13][C:12]([C:14]([O:16][CH3:17])=[O:15])=[C:11]([O:18][C@@H:36]([C:23]4[CH:24]=[CH:25][CH:26]=[C:27]([O:28][Si:29]([C:32]([CH3:35])([CH3:34])[CH3:33])([CH3:31])[CH3:30])[C:22]=4[Cl:21])[CH3:37])[CH:10]=3)[CH:7]=[N:8][C:4]=2[CH:3]=1. The yield is 0.890.